This data is from Catalyst prediction with 721,799 reactions and 888 catalyst types from USPTO. The task is: Predict which catalyst facilitates the given reaction. (1) Reactant: [CH3:1][Si:2]([CH3:41])([CH3:40])[CH2:3][CH2:4][O:5][CH2:6][N:7]([CH2:32][O:33][CH2:34][CH2:35][Si:36]([CH3:39])([CH3:38])[CH3:37])[C:8]1[N:13]2[N:14]=[CH:15][CH:16]=[C:12]2[N:11]=[C:10]([C:17]2[CH2:18][CH:19]3[N:24]([C:25]([O:27][C:28]([CH3:31])([CH3:30])[CH3:29])=[O:26])[CH:22]([CH:23]=2)[CH2:21][CH2:20]3)[CH:9]=1. Product: [CH3:39][Si:36]([CH3:37])([CH3:38])[CH2:35][CH2:34][O:33][CH2:32][N:7]([CH2:6][O:5][CH2:4][CH2:3][Si:2]([CH3:1])([CH3:41])[CH3:40])[C:8]1[N:13]2[N:14]=[CH:15][CH:16]=[C:12]2[N:11]=[C:10]([CH:17]2[CH2:18][CH:19]3[N:24]([C:25]([O:27][C:28]([CH3:31])([CH3:30])[CH3:29])=[O:26])[CH:22]([CH2:21][CH2:20]3)[CH2:23]2)[CH:9]=1. The catalyst class is: 99. (2) Reactant: O[C@H:2]1[CH2:7][C@@H:6]([CH3:8])[S:5](=[O:10])(=[O:9])[C:4]2[S:11][CH:12]=[CH:13][C:3]1=2.[CH2:14]([NH:16][S:17]([C:20]1[CH:25]=[CH:24][C:23]([N+:26]([O-:28])=[O:27])=[CH:22][CH:21]=1)(=[O:19])=[O:18])[CH3:15].C1(P(C2C=CC=CC=2)C2C=CC=CC=2)C=CC=CC=1.[OH-].[Na+]. Product: [CH2:14]([N:16]([C@H:2]1[CH2:7][C@H:6]([CH3:8])[S:5](=[O:10])(=[O:9])[C:4]2[S:11][CH:12]=[CH:13][C:3]1=2)[S:17]([C:20]1[CH:21]=[CH:22][C:23]([N+:26]([O-:28])=[O:27])=[CH:24][CH:25]=1)(=[O:18])=[O:19])[CH3:15]. The catalyst class is: 2. (3) Product: [NH3:4].[Cl:1][C:2]1[C:3]([C:27]2[C:35]3[C:30](=[CH:31][CH:32]=[CH:33][CH:34]=3)[NH:29][CH:28]=2)=[N:4][C:5]([NH:8][C:9]2[CH:14]=[C:13]([NH2:15])[C:12]([N:18]([CH2:20][CH2:21][N:22]([CH3:24])[CH3:23])[CH3:19])=[CH:11][C:10]=2[O:25][CH3:26])=[N:6][CH:7]=1. Reactant: [Cl:1][C:2]1[C:3]([C:27]2[C:35]3[C:30](=[CH:31][CH:32]=[CH:33][CH:34]=3)[NH:29][CH:28]=2)=[N:4][C:5]([NH:8][C:9]2[CH:14]=[C:13]([N+:15]([O-])=O)[C:12]([N:18]([CH2:20][CH2:21][N:22]([CH3:24])[CH3:23])[CH3:19])=[CH:11][C:10]=2[O:25][CH3:26])=[N:6][CH:7]=1.[NH4+].[Cl-]. The catalyst class is: 190. (4) Reactant: Cl.CN.[CH2:4]([O:6][C:7]1[CH:8]=[C:9]([O:25][C:26]2[CH:27]=[N:28][C:29]([S:32]([CH3:35])(=[O:34])=[O:33])=[CH:30][CH:31]=2)[CH:10]=[C:11]2[C:15]=1[NH:14][C:13]([C:16]1[S:17][CH:18]([CH2:21][C:22](O)=[O:23])[CH2:19][N:20]=1)=[CH:12]2)[CH3:5].O[N:37]1[C:41]2C=CC=CC=2N=N1.Cl.C(N=C=NCCCN(C)C)C. Product: [CH2:4]([O:6][C:7]1[CH:8]=[C:9]([O:25][C:26]2[CH:27]=[N:28][C:29]([S:32]([CH3:35])(=[O:34])=[O:33])=[CH:30][CH:31]=2)[CH:10]=[C:11]2[C:15]=1[NH:14][C:13]([C:16]1[S:17][CH:18]([CH2:21][C:22]([NH:37][CH3:41])=[O:23])[CH2:19][N:20]=1)=[CH:12]2)[CH3:5]. The catalyst class is: 289. (5) Reactant: [OH:1][CH2:2][CH2:3][CH:4]1[O:8][C:7](=[O:9])[C:6]([CH3:11])([CH3:10])[CH2:5]1.[CH2:12](C1(C(O)=O)CCCC1)[CH:13]=C.CC(C)(CC=C)C(OC)=O. Product: [OH:1][CH2:2][CH2:3][CH:4]1[CH2:5][C:6]2([CH2:11][CH2:13][CH2:12][CH2:10]2)[C:7](=[O:9])[O:8]1. The catalyst class is: 195. (6) Reactant: C[Si](C)(C)[N-][Si](C)(C)C.[Li+].C[Si]([CH2:15][C:16]([O:18][CH2:19][CH3:20])=[O:17])(C)C.[F:21][C:22]1[CH:27]=[CH:26][C:25]([C:28]([C:30]2[CH:35]=[CH:34][C:33]([OH:36])=[CH:32][CH:31]=2)=O)=[CH:24][CH:23]=1. Product: [F:21][C:22]1[CH:23]=[CH:24][C:25]([C:28]([C:30]2[CH:35]=[CH:34][C:33]([OH:36])=[CH:32][CH:31]=2)=[CH:15][C:16]([O:18][CH2:19][CH3:20])=[O:17])=[CH:26][CH:27]=1. The catalyst class is: 1. (7) Reactant: [Br:1][C:2]1[C:3](Cl)=[N:4][C:5]([Cl:8])=[N:6][CH:7]=1.C(N(CC)CC)C.[SH:17][CH2:18][CH2:19][CH2:20][OH:21]. Product: [Br:1][C:2]1[C:3]([S:17][CH2:18][CH2:19][CH2:20][OH:21])=[N:4][C:5]([Cl:8])=[N:6][CH:7]=1. The catalyst class is: 10.